Dataset: Reaction yield outcomes from USPTO patents with 853,638 reactions. Task: Predict the reaction yield, written as a fraction of the theoretical maximum amount of product (1.0 means a 100% yield; for example, 0.34 means a 34% yield). The reactants are [S:1]1[CH:5]=[CH:4][C:3]([CH2:6][C:7]#[N:8])=[CH:2]1.[OH-].[Na+].[N:11](OC)=[O:12]. The catalyst is CO. The product is [OH:12][N:11]=[C:6]([C:3]1[CH:4]=[CH:5][S:1][CH:2]=1)[C:7]#[N:8]. The yield is 0.390.